Dataset: Full USPTO retrosynthesis dataset with 1.9M reactions from patents (1976-2016). Task: Predict the reactants needed to synthesize the given product. (1) Given the product [Cl:22][C:5]1[C:6]([NH:8][C:9]2[CH:10]=[C:11]([OH:15])[CH:12]=[CH:13][CH:14]=2)=[N:7][C:2]([NH:23][C:24]2[CH:29]=[CH:28][CH:27]=[C:26]([CH2:30][CH2:31][OH:32])[CH:25]=2)=[N:3][CH:4]=1, predict the reactants needed to synthesize it. The reactants are: Cl[C:2]1[N:7]=[C:6]([NH:8][C:9]2[CH:14]=[CH:13][CH:12]=[C:11]([O:15]C3CCCCO3)[CH:10]=2)[C:5]([Cl:22])=[CH:4][N:3]=1.[NH2:23][C:24]1[CH:25]=[C:26]([CH2:30][CH2:31][OH:32])[CH:27]=[CH:28][CH:29]=1. (2) Given the product [Cl:38][C:31]1[C:32]([F:37])=[CH:33][CH:34]=[C:35]([F:36])[C:30]=1[O:29][CH2:28][CH2:27][CH2:26][C:23]1[CH:24]=[CH:25][C:20]([CH2:19][CH:3]([CH2:2][NH:1][CH3:39])[C:4]([N:6]([CH:16]2[CH2:17][CH2:18]2)[CH2:7][C:8]2[CH:13]=[CH:12][CH:11]=[C:10]([Cl:14])[C:9]=2[Cl:15])=[O:5])=[CH:21][CH:22]=1, predict the reactants needed to synthesize it. The reactants are: [NH2:1][CH2:2][CH:3]([CH2:19][C:20]1[CH:25]=[CH:24][C:23]([CH2:26][CH2:27][CH2:28][O:29][C:30]2[C:35]([F:36])=[CH:34][CH:33]=[C:32]([F:37])[C:31]=2[Cl:38])=[CH:22][CH:21]=1)[C:4]([N:6]([CH:16]1[CH2:18][CH2:17]1)[CH2:7][C:8]1[CH:13]=[CH:12][CH:11]=[C:10]([Cl:14])[C:9]=1[Cl:15])=[O:5].[CH2:39]=O. (3) Given the product [C:57]([C:45]1[N:46]=[C:47]([C:49]2[C:54]([F:55])=[CH:53][CH:52]=[CH:51][C:50]=2[F:56])[O:48][C:44]=1[NH:59][C:60]1[CH:68]=[CH:67][C:63]([C:64]([OH:66])=[O:65])=[CH:62][CH:61]=1)#[N:58], predict the reactants needed to synthesize it. The reactants are: CC1(C)C2C=CC=C(P(C3C=CC=CC=3)C3C=CC=CC=3)C=2OC2C1=CC=CC=2P(C1C=CC=CC=1)C1C=CC=CC=1.Br[C:44]1[O:48][C:47]([C:49]2[C:54]([F:55])=[CH:53][CH:52]=[CH:51][C:50]=2[F:56])=[N:46][C:45]=1[C:57]#[N:58].[NH2:59][C:60]1[CH:68]=[CH:67][C:63]([C:64]([OH:66])=[O:65])=[CH:62][CH:61]=1.C(=O)([O-])[O-].[Cs+].[Cs+]. (4) Given the product [Cl:1][C:2]1[C:18]([NH2:19])=[C:17]([F:22])[CH:16]=[CH:15][C:3]=1[C:4]([NH:6][S:7]([N:10]([CH:12]([CH3:14])[CH3:13])[CH3:11])(=[O:9])=[O:8])=[O:5], predict the reactants needed to synthesize it. The reactants are: [Cl:1][C:2]1[C:18]([N+:19]([O-])=O)=[C:17]([F:22])[CH:16]=[CH:15][C:3]=1[C:4]([NH:6][S:7]([N:10]([CH:12]([CH3:14])[CH3:13])[CH3:11])(=[O:9])=[O:8])=[O:5].CO.[H][H]. (5) The reactants are: [N+:1]([C:4]1[CH:12]=[CH:11][CH:10]=[C:9]2[C:5]=1[CH:6]=[N:7][NH:8]2)([O-:3])=[O:2].[OH-].[Na+].[O-][Cl:16].[Na+]. Given the product [Cl:16][C:6]1[C:5]2[C:9](=[CH:10][CH:11]=[CH:12][C:4]=2[N+:1]([O-:3])=[O:2])[NH:8][N:7]=1, predict the reactants needed to synthesize it. (6) Given the product [C:1]([C:3]1[CH:4]=[C:5]([N:9]([CH2:15][C:16]2[C:17]([C:22]3[CH:27]=[CH:26][CH:25]=[CH:24][CH:23]=3)=[N:18][O:19][C:20]=2[CH3:21])[C:10](=[O:13])[CH2:11][CH3:12])[CH:6]=[CH:7][CH:8]=1)#[N:2], predict the reactants needed to synthesize it. The reactants are: [C:1]([C:3]1[CH:4]=[C:5]([NH:9][C:10](=[O:13])[CH2:11][CH3:12])[CH:6]=[CH:7][CH:8]=1)#[N:2].Br[CH2:15][C:16]1[C:17]([C:22]2[CH:27]=[CH:26][CH:25]=[CH:24][CH:23]=2)=[N:18][O:19][C:20]=1[CH3:21]. (7) Given the product [CH:20]1([NH:19][C:18]([C:3]2[S:4][C:5]3=[N:6][C:7]([O:13][CH2:14][C:15](=[O:17])[NH:62][CH2:61][C:60]4[CH:63]=[CH:64][C:57]([F:56])=[CH:58][CH:59]=4)=[C:8]([Cl:12])[C:9]([CH3:11])=[C:10]3[C:2]=2[NH2:1])=[O:23])[CH2:22][CH2:21]1, predict the reactants needed to synthesize it. The reactants are: [NH2:1][C:2]1[C:10]2[C:5](=[N:6][C:7]([O:13][CH2:14][C:15]([OH:17])=O)=[C:8]([Cl:12])[C:9]=2[CH3:11])[S:4][C:3]=1[C:18](=[O:23])[NH:19][CH:20]1[CH2:22][CH2:21]1.O.ON1C2C=CC=CC=2N=N1.C(N(CC)C(C)C)(C)C.Cl.CN(C)CCCN=C=NCC.[F:56][C:57]1[CH:64]=[CH:63][C:60]([CH2:61][NH2:62])=[CH:59][CH:58]=1.